Dataset: Forward reaction prediction with 1.9M reactions from USPTO patents (1976-2016). Task: Predict the product of the given reaction. (1) The product is: [N+:8]([C:5]1[CH:6]=[CH:7][C:2]([N:30]2[CH2:31][CH2:32][CH2:33][C@H:28]([NH:27][C@@H:22]3[CH2:23][CH2:24][CH2:25][CH2:26][C@H:21]3[NH:20][C:18]([NH:17][C:11]3[CH:12]=[CH:13][CH:14]=[CH:15][CH:16]=3)=[O:19])[CH2:29]2)=[CH:3][CH:4]=1)([O-:10])=[O:9]. Given the reactants F[C:2]1[CH:7]=[CH:6][C:5]([N+:8]([O-:10])=[O:9])=[CH:4][CH:3]=1.[C:11]1([NH:17][C:18]([NH:20][C@@H:21]2[CH2:26][CH2:25][CH2:24][CH2:23][C@H:22]2[NH:27][CH:28]2[CH2:33][CH2:32][CH2:31][NH:30][CH2:29]2)=[O:19])[CH:16]=[CH:15][CH:14]=[CH:13][CH:12]=1, predict the reaction product. (2) Given the reactants C(OC([N:8]1[CH2:13][CH2:12][CH:11]([O:14][CH2:15][C:16]2[C:17]([C:24]3[C:29]([Cl:30])=[CH:28][CH:27]=[CH:26][C:25]=3[Cl:31])=[N:18][O:19][C:20]=2[CH:21]2[CH2:23][CH2:22]2)[CH2:10][CH2:9]1)=O)(C)(C)C.FC(F)(F)C(O)=O, predict the reaction product. The product is: [CH:21]1([C:20]2[O:19][N:18]=[C:17]([C:24]3[C:25]([Cl:31])=[CH:26][CH:27]=[CH:28][C:29]=3[Cl:30])[C:16]=2[CH2:15][O:14][CH:11]2[CH2:12][CH2:13][NH:8][CH2:9][CH2:10]2)[CH2:22][CH2:23]1. (3) Given the reactants [CH2:1](O)[CH2:2][CH2:3][CH2:4][CH2:5][CH2:6][CH2:7][CH2:8][CH2:9][CH2:10]/[CH:11]=[CH:12]\[CH2:13][CH3:14].C(Br)(Br)(Br)[Br:17].C1(P(C2C=CC=CC=2)C2C=CC=CC=2)C=CC=CC=1, predict the reaction product. The product is: [Br:17][CH2:1][CH2:2][CH2:3][CH2:4][CH2:5][CH2:6][CH2:7][CH2:8][CH2:9][CH2:10]/[CH:11]=[CH:12]\[CH2:13][CH3:14]. (4) Given the reactants [Cl:1][C:2]1[CH:10]=[C:9]2[C:5]([C:6]([C:11]([N:13]3[CH2:18][CH2:17][C:16]4([C:22]5[CH:23]=[CH:24][CH:25]=[CH:26][C:21]=5[C:20](=[O:27])[O:19]4)[CH2:15][CH2:14]3)=[O:12])=[CH:7][NH:8]2)=[CH:4][CH:3]=1.[F:28][C:29]1[CH:37]=[CH:36][CH:35]=[CH:34][C:30]=1[C:31](Cl)=[O:32], predict the reaction product. The product is: [Cl:1][C:2]1[CH:10]=[C:9]2[C:5]([C:6]([C:11]([N:13]3[CH2:18][CH2:17][C:16]4([C:22]5[CH:23]=[CH:24][CH:25]=[CH:26][C:21]=5[C:20](=[O:27])[O:19]4)[CH2:15][CH2:14]3)=[O:12])=[CH:7][N:8]2[C:31](=[O:32])[C:30]2[CH:34]=[CH:35][CH:36]=[CH:37][C:29]=2[F:28])=[CH:4][CH:3]=1.